From a dataset of NCI-60 drug combinations with 297,098 pairs across 59 cell lines. Regression. Given two drug SMILES strings and cell line genomic features, predict the synergy score measuring deviation from expected non-interaction effect. (1) Drug 1: C1CN1C2=NC(=NC(=N2)N3CC3)N4CC4. Drug 2: CC(C)NC(=O)C1=CC=C(C=C1)CNNC.Cl. Cell line: MCF7. Synergy scores: CSS=12.8, Synergy_ZIP=-7.18, Synergy_Bliss=-9.43, Synergy_Loewe=-19.4, Synergy_HSA=-8.96. (2) Drug 1: COC1=C(C=C2C(=C1)N=CN=C2NC3=CC(=C(C=C3)F)Cl)OCCCN4CCOCC4. Drug 2: C1=NC2=C(N1)C(=S)N=C(N2)N. Cell line: SF-268. Synergy scores: CSS=38.8, Synergy_ZIP=-1.65, Synergy_Bliss=3.01, Synergy_Loewe=1.39, Synergy_HSA=5.64. (3) Drug 1: CCCS(=O)(=O)NC1=C(C(=C(C=C1)F)C(=O)C2=CNC3=C2C=C(C=N3)C4=CC=C(C=C4)Cl)F. Drug 2: CN1C2=C(C=C(C=C2)N(CCCl)CCCl)N=C1CCCC(=O)O.Cl. Cell line: OVCAR-8. Synergy scores: CSS=12.1, Synergy_ZIP=2.35, Synergy_Bliss=10.8, Synergy_Loewe=8.50, Synergy_HSA=8.58. (4) Drug 1: CC1=C(C=C(C=C1)NC2=NC=CC(=N2)N(C)C3=CC4=NN(C(=C4C=C3)C)C)S(=O)(=O)N.Cl. Drug 2: CC12CCC3C(C1CCC2=O)CC(=C)C4=CC(=O)C=CC34C. Cell line: NCI-H322M. Synergy scores: CSS=6.85, Synergy_ZIP=5.81, Synergy_Bliss=-0.597, Synergy_Loewe=-14.7, Synergy_HSA=-2.16. (5) Drug 1: CC1=C(C=C(C=C1)C(=O)NC2=CC(=CC(=C2)C(F)(F)F)N3C=C(N=C3)C)NC4=NC=CC(=N4)C5=CN=CC=C5. Drug 2: B(C(CC(C)C)NC(=O)C(CC1=CC=CC=C1)NC(=O)C2=NC=CN=C2)(O)O. Cell line: 786-0. Synergy scores: CSS=52.2, Synergy_ZIP=1.04, Synergy_Bliss=-1.85, Synergy_Loewe=-11.6, Synergy_HSA=-8.40. (6) Drug 1: CS(=O)(=O)C1=CC(=C(C=C1)C(=O)NC2=CC(=C(C=C2)Cl)C3=CC=CC=N3)Cl. Drug 2: CCC1(CC2CC(C3=C(CCN(C2)C1)C4=CC=CC=C4N3)(C5=C(C=C6C(=C5)C78CCN9C7C(C=CC9)(C(C(C8N6C)(C(=O)OC)O)OC(=O)C)CC)OC)C(=O)OC)O.OS(=O)(=O)O. Cell line: U251. Synergy scores: CSS=54.7, Synergy_ZIP=8.99, Synergy_Bliss=9.52, Synergy_Loewe=-29.6, Synergy_HSA=9.90.